This data is from Catalyst prediction with 721,799 reactions and 888 catalyst types from USPTO. The task is: Predict which catalyst facilitates the given reaction. (1) Reactant: [NH:1](C(OC(C)(C)C)=O)[C@H:2]([C:25]([OH:27])=[O:26])[CH2:3][CH2:4][CH2:5][CH2:6][NH:7][C:8]([O:10][CH2:11][CH:12]1[C:24]2[C:19](=[CH:20][CH:21]=[CH:22][CH:23]=2)[C:18]2[C:13]1=[CH:14][CH:15]=[CH:16][CH:17]=2)=[O:9]. Product: [NH2:1][C@H:2]([C:25]([OH:27])=[O:26])[CH2:3][CH2:4][CH2:5][CH2:6][NH:7][C:8]([O:10][CH2:11][CH:12]1[C:24]2[C:19](=[CH:20][CH:21]=[CH:22][CH:23]=2)[C:18]2[C:13]1=[CH:14][CH:15]=[CH:16][CH:17]=2)=[O:9]. The catalyst class is: 67. (2) Product: [C:1]([O:5][C:6]([N:8]1[CH2:21][CH2:20][C:19]2[C:18]3[CH:17]=[CH:16][CH:15]=[CH:14][C:13]=3[N:12]([CH2:22][CH2:23][CH2:24][O:32][C:26]3[CH:31]=[CH:30][CH:29]=[CH:28][CH:27]=3)[C:11]=2[CH2:10][CH2:9]1)=[O:7])([CH3:4])([CH3:3])[CH3:2]. The catalyst class is: 25. Reactant: [C:1]([O:5][C:6]([N:8]1[CH2:21][CH2:20][C:19]2[C:18]3[CH:17]=[CH:16][CH:15]=[CH:14][C:13]=3[N:12]([CH2:22][CH2:23][CH2:24]Cl)[C:11]=2[CH2:10][CH2:9]1)=[O:7])([CH3:4])([CH3:3])[CH3:2].[C:26]1([OH:32])[CH:31]=[CH:30][CH:29]=[CH:28][CH:27]=1.CN(C=O)C.C([O-])([O-])=O.[K+].[K+]. (3) Reactant: [N:1]1([C:7]([O:9][C:10]([CH3:13])([CH3:12])[CH3:11])=[O:8])[CH2:6][CH2:5][NH:4][CH2:3][CH2:2]1.C1C=CC(P(C2C(C3C(P(C4C=CC=CC=4)C4C=CC=CC=4)=CC=C4C=3C=CC=C4)=C3C(C=CC=C3)=CC=2)C2C=CC=CC=2)=CC=1.Br[C:61]1[CH:62]=[C:63]([C:68]([F:71])([F:70])[F:69])[CH:64]=[CH:65][C:66]=1[Cl:67]. Product: [Cl:67][C:66]1[CH:61]=[CH:62][C:63]([C:68]([F:69])([F:70])[F:71])=[CH:64][C:65]=1[N:4]1[CH2:5][CH2:6][N:1]([C:7]([O:9][C:10]([CH3:13])([CH3:12])[CH3:11])=[O:8])[CH2:2][CH2:3]1. The catalyst class is: 487. (4) The catalyst class is: 22. Product: [Br:1][C:2]1[CH:7]=[C:6]2[C:5]([C:9]([CH2:10][CH3:11])=[N:19][N:8]2[C:12](=[O:15])[CH3:13])=[CH:4][CH:3]=1. Reactant: [Br:1][C:2]1[CH:3]=[CH:4][C:5]([CH2:9][CH2:10][CH3:11])=[C:6]([NH2:8])[CH:7]=1.[C:12]([O:15]C(=O)C)(=O)[CH3:13].[N:19](OCCC(C)C)=O.CC([O-])=O.[K+]. (5) Reactant: C[Si](C)(C)CCOC(=O)NC[C:9]1[CH:10]=[CH:11][C:12]2[O:16][C:15]([C:17]3[CH:22]=[CH:21][CH:20]=[CH:19][CH:18]=3)=[N:14][C:13]=2[CH:23]=1.[F-].[CH2:28]([N+:32](CCCC)(CCCC)CCCC)CCC. Product: [CH3:28][NH:32][C:9]1[CH:10]=[CH:11][C:12]2[O:16][C:15]([C:17]3[CH:18]=[CH:19][CH:20]=[CH:21][CH:22]=3)=[N:14][C:13]=2[CH:23]=1. The catalyst class is: 1. (6) Reactant: [H-].[Na+].[CH3:3][O:4][C:5]1[CH:10]=[CH:9][C:8]([C:11](=[O:13])[CH3:12])=[CH:7][CH:6]=1.[C:14](OCC)(=[O:20])[C:15]([O:17][CH2:18][CH3:19])=[O:16].Cl. Product: [CH3:3][O:4][C:5]1[CH:10]=[CH:9][C:8]([C:11](=[O:13])[CH2:12][C:14](=[O:20])[C:15]([O:17][CH2:18][CH3:19])=[O:16])=[CH:7][CH:6]=1. The catalyst class is: 3.